From a dataset of Forward reaction prediction with 1.9M reactions from USPTO patents (1976-2016). Predict the product of the given reaction. (1) Given the reactants [Cl:1][C:2]1[CH:11]=[C:10]([CH:12]([NH:14][C:15]2[CH:20]=[C:19]([N:21]3[CH2:26][CH2:25][NH:24][CH2:23][CH2:22]3)[CH:18]=[CH:17][C:16]=2[S:27]([CH3:30])(=[O:29])=[O:28])[CH3:13])[C:5]2[O:6][CH2:7][CH2:8][O:9][C:4]=2[CH:3]=1.Cl, predict the reaction product. The product is: [ClH:1].[Cl:1][C:2]1[CH:11]=[C:10]([CH:12]([NH:14][C:15]2[CH:20]=[C:19]([N:21]3[CH2:22][CH2:23][NH:24][CH2:25][CH2:26]3)[CH:18]=[CH:17][C:16]=2[S:27]([CH3:30])(=[O:29])=[O:28])[CH3:13])[C:5]2[O:6][CH2:7][CH2:8][O:9][C:4]=2[CH:3]=1. (2) The product is: [I-:15].[CH3:17][O:4][CH:5]1[CH2:10][CH2:9][CH2:8][N+:7]([CH3:14])([CH2:11][CH2:12][CH3:13])[CH2:6]1. Given the reactants [OH-].[Na+].[Br-].[OH:4][CH:5]1[CH2:10][CH2:9][CH2:8][N+:7]([CH3:14])([CH2:11][CH2:12][CH3:13])[CH2:6]1.[I:15]C.[CH2:17](O)C, predict the reaction product. (3) Given the reactants [C:1]([C:4]1[C:5]([O:18][CH3:19])=[C:6]([CH:12]2[O:16][C:15](=[O:17])[NH:14][CH2:13]2)[C:7]([CH3:11])=[C:8]([Cl:10])[CH:9]=1)(=[O:3])[CH3:2].[BH4-].[Na+], predict the reaction product. The product is: [Cl:10][C:8]1[C:7]([CH3:11])=[C:6]([CH:12]2[O:16][C:15](=[O:17])[NH:14][CH2:13]2)[C:5]([O:18][CH3:19])=[C:4]([CH:1]([OH:3])[CH3:2])[CH:9]=1. (4) The product is: [NH:8]1[C:7]2[CH:6]=[CH:5][C:4]([O:9][C:10]3[CH:15]=[CH:14][C:13]([CH2:16][OH:17])=[CH:12][CH:11]=3)=[CH:3][C:2]=2[N:1]=[CH:18]1. Given the reactants [NH2:1][C:2]1[CH:3]=[C:4]([O:9][C:10]2[CH:15]=[CH:14][C:13]([CH2:16][OH:17])=[CH:12][CH:11]=2)[CH:5]=[CH:6][C:7]=1[NH2:8].[CH2:18]1COCC1, predict the reaction product. (5) Given the reactants [C:1]([O:5][C:6]([NH:8][C:9]([CH3:14])([CH3:13])[C:10]([OH:12])=O)=[O:7])([CH3:4])([CH3:3])[CH3:2].CN(C(ON1N=NC2C=CC=NC1=2)=[N+](C)C)C.F[P-](F)(F)(F)(F)F.Cl.[CH3:40][C@H:41]1[CH2:46][O:45][CH2:44][CH2:43][N:42]1[C:47]1[N:48]=[C:49]([C:62]2[CH:63]=[N:64][C:65]([NH2:68])=[N:66][CH:67]=2)[C:50]2[CH2:55][CH2:54][N:53]([C@@:56]3([CH3:61])[CH2:60][CH2:59][NH:58][CH2:57]3)[C:51]=2[N:52]=1.O, predict the reaction product. The product is: [NH2:68][C:65]1[N:66]=[CH:67][C:62]([C:49]2[C:50]3[CH2:55][CH2:54][N:53]([C@@:56]4([CH3:61])[CH2:60][CH2:59][N:58]([C:10](=[O:12])[C:9]([NH:8][C:6](=[O:7])[O:5][C:1]([CH3:2])([CH3:3])[CH3:4])([CH3:14])[CH3:13])[CH2:57]4)[C:51]=3[N:52]=[C:47]([N:42]3[CH2:43][CH2:44][O:45][CH2:46][C@@H:41]3[CH3:40])[N:48]=2)=[CH:63][N:64]=1.